This data is from CYP2C9 inhibition data for predicting drug metabolism from PubChem BioAssay. The task is: Regression/Classification. Given a drug SMILES string, predict its absorption, distribution, metabolism, or excretion properties. Task type varies by dataset: regression for continuous measurements (e.g., permeability, clearance, half-life) or binary classification for categorical outcomes (e.g., BBB penetration, CYP inhibition). Dataset: cyp2c9_veith. (1) The molecule is O=C(c1ccncc1)N1CCC2(CC1)CN(Cc1cc(C(F)(F)F)cc(C(F)(F)F)c1)C2. The result is 0 (non-inhibitor). (2) The drug is O=C(O)C[C@H](Cc1ccccc1)C(=O)O. The result is 0 (non-inhibitor). (3) The compound is CCN1C(=O)C(CC(=O)Nc2ccc(OC)cc2)N(Cc2cccs2)C1=S. The result is 1 (inhibitor). (4) The compound is Cc1ccccc1C1C(C#N)=C2N=C(N)c3c(sc4c3CCCCC4)N2C2=C1C(=O)CC(C)(C)C2. The result is 1 (inhibitor).